Dataset: CYP2D6 inhibition data for predicting drug metabolism from PubChem BioAssay. Task: Regression/Classification. Given a drug SMILES string, predict its absorption, distribution, metabolism, or excretion properties. Task type varies by dataset: regression for continuous measurements (e.g., permeability, clearance, half-life) or binary classification for categorical outcomes (e.g., BBB penetration, CYP inhibition). Dataset: cyp2d6_veith. (1) The compound is CCCN1C[C@H](C)N([C@H](c2ccc(C(=O)N(CC)CC)cc2)c2cccc(OC)c2)C[C@H]1C. The result is 0 (non-inhibitor). (2) The drug is S=C(Nc1ccccc1)N1CCCCC1. The result is 0 (non-inhibitor). (3) The drug is COc1ccc(-n2cnc3sc(-c4ccccc4)cc3c2=O)cc1. The result is 0 (non-inhibitor). (4) The molecule is O=C(O)CCCN1CCCCC1. The result is 0 (non-inhibitor). (5) The molecule is COC(=O)c1cc2n(n1)CCN(Cc1ccccc1F)C2=O. The result is 0 (non-inhibitor). (6) The drug is Cc1nc2cnc(Oc3cccc(Cl)c3)nc2n(Cc2ccc(F)cc2)c1=O. The result is 0 (non-inhibitor).